From a dataset of Experimentally validated miRNA-target interactions with 360,000+ pairs, plus equal number of negative samples. Binary Classification. Given a miRNA mature sequence and a target amino acid sequence, predict their likelihood of interaction. (1) Result: 0 (no interaction). The protein sequence of the target gene is MLKAVILIGGPQKGTRFRPLSFEVPKPLFPVAGVPMIQHHIEACAQVPGMQEILLIGFYQPDEPLTQFLEAAQQEFNLPVRYLQEFAPLGTGGGLYHFRDQILAGSPEAFFVLNADVCSDFPLSAMLEAHRRQRHPFLLLGTTANRTQSLNYGCIVENPQTHEVLHYVEKPSTFISDIINCGIYLFSPEALKPLRDVFQRNQQDGQLEDSPGLWPGAGTIRLEQDVFSALAGQGQIYVHLTDGIWSQIKSAGSALYASRLYLSRYQDTHPERLAKHTPGGPWIRGNVYIHPTAKVAPSAV.... The miRNA is hsa-miR-6881-5p with sequence UGGGGUAAGGAUAGGAGGGUCA. (2) Result: 0 (no interaction). The protein sequence of the target gene is MANSTGKAPPDERRKGLAFLDELRQFHHSRGSPFKKIPAVGGKELDLHGLYTRVTTLGGFAKVSEKNQWGEIVEEFNFPRSCSNAAFALKQYYLRYLEKYEKVHHFGEDDDEVPPGNPKPQLPIGAIPSSYNYQQHSVSDYLRQSYGLSMDFNSPNDYNKLVLSLLSGLPNEVDFAINVCTLLSNESKHVMQLEKDPKIITLLLANAGVFDDTLGSFSTVFGEEWKEKTDRDFVKFWKDIVDDNEVRDLISDRNKSHEGTSGEWIWESLFHPPRKLGINDIEGQRVLQIAVILRNLSFEE.... The miRNA is hsa-miR-7161-3p with sequence UAGAUCUUUGACUCUGGCAGUCUCCAGG. (3) The miRNA is hsa-miR-383-3p with sequence ACAGCACUGCCUGGUCAGA. The protein sequence of the target gene is MSRYSYQSLLDWLYGGVDPSFAGNGGPDCAAFLSWQQRLLESVVVLTLALLEILVALRHILRQTKEDGRGSPGSQPEQVTQRPEEGKESLSKNLLLVALCLTFGVEVGFKFATKTVIYLLNPCHLVTMMHIFLLACPPCRGAIVVFKLQMHMLNGALLALLFPVVNTRLLPFELEIYYIQHVMLYVVPIYLLWKGGAYTPEPLSSFRWALLSTGLMFFYHFSVLQILGLVTEVNLNNMLCPAISDPFYGPWYRIWASGHQTLMTMTHGKLVILFSYMAGPLCKYLLDLLRLPAKKID. Result: 1 (interaction). (4) The miRNA is hsa-miR-1915-3p with sequence CCCCAGGGCGACGCGGCGGG. The protein sequence of the target gene is MFRAGEASKRPLPGPSPPRVRSVEVARGRAGYGFTLSGQAPCVLSCVMRGSPADFVGLRAGDQILAVNEINVKKASHEDVVKLIGKCSGVLHMVIAEGVGRFESCSSDEEGGLYEGKGWLKPKLDSKALGINRAERVVEEMQSGGIFNMIFENPSLCASNSEPLKLKQRSLSESAATRFDVGHESINNPNPNMLSKEEISKVIHDDSVFSIGLESHDDFALDASILNVAMIVGYLGSIELPSTSSNLESDSLQAIRGCMRRLRAEQKIHSLVTMKIMHDCVQLSTDKAGVVAEYPAEKLA.... Result: 1 (interaction). (5) Result: 0 (no interaction). The miRNA is hsa-miR-95-3p with sequence UUCAACGGGUAUUUAUUGAGCA. The protein sequence of the target gene is MRMSLAQRVLLTWLFTLLFLIMLVLKLDEKAPWNWFLIFIPVWIFDTILLVMLIVKMAGRCKSGFDPRHGSHNIKKKAWYLIAMLLKLAFCLALCAKLEQFTTMNLSYVFIPLWALLAGALTELGYNVFFVRD. (6) The miRNA is hsa-miR-1227-3p with sequence CGUGCCACCCUUUUCCCCAG. The protein sequence of the target gene is MCHGKIAPKSSSEFVVTSVGHGVFLQLVILCALLGDGLASVCPLPPEPENGGYICHPRPCKDPLTAGSVIEYLCAEGYMLKGDYKYLTCKNGEWTPAMEVSCHLIEDKETHALGVPALSIVASTASSVALILLLVVLFVLLQPKLKSFHHSRREQGVSGDQVSIMVDGVQVALPSYEEAVYGSSGHCMPPADPRVQIVLSEGSAPSGRNMPREQQLQGQEACSSAGGEDEAPGHSGLCEAWGSQGSETVMVHQATTSSWVAGSGSSRPTHKDTADSENSDIQSLLSLTSEEYTDDIPLLK.... Result: 0 (no interaction). (7) The miRNA is hsa-miR-3940-3p with sequence CAGCCCGGAUCCCAGCCCACUU. The protein sequence of the target gene is MSLSGRERPAWPGSRLSWLLCCSALLSPAAGYVIVSSVSWAVTNEVDEELDSASTEEALPALLEDSSSIWQQSFPASAHKEDTHLRPRGSARARPAPAARGMFSYRRESGSSEASPGPRVHAGTARSLAHASSWGCLATVSTHEKIQGLPFGSCLAISDGPVHNSTGIPFFYMTAKDPAVADLVKNPTASLVLPESEGEFCRKNIVDPEDPRCARLTLTGRMVTVPPGEVEFAKQAMFSRHPGMRKWPRQYEWFFMKMWVEHIWLQKWYGGVSDIPREEYFKAAPRKA. Result: 0 (no interaction).